Dataset: Forward reaction prediction with 1.9M reactions from USPTO patents (1976-2016). Task: Predict the product of the given reaction. (1) Given the reactants [F:1][C:2]1[CH:3]=[C:4]([CH2:9][C:10]([OH:12])=O)[CH:5]=[C:6]([F:8])[CH:7]=1.C(Cl)(=O)C([Cl:16])=O, predict the reaction product. The product is: [F:1][C:2]1[CH:3]=[C:4]([CH2:9][C:10]([Cl:16])=[O:12])[CH:5]=[C:6]([F:8])[CH:7]=1. (2) Given the reactants [Cl:1][C:2]1[CH:7]=[CH:6][C:5]([NH:8][C:9]2[C:14]([NH2:15])=[CH:13][CH:12]=[CH:11][N:10]=2)=[CH:4][CH:3]=1.[C:16]([O:20][C:21]([NH:23][C@@H:24]([CH3:28])[C:25](O)=O)=[O:22])([CH3:19])([CH3:18])[CH3:17].C1C=NC2N(O)N=NC=2C=1.CN1CCOCC1.Cl.CN(C)CCCN=C=NCC, predict the reaction product. The product is: [C:16]([O:20][C:21](=[O:22])[NH:23][C@H:24]([C:25]1[N:8]([C:5]2[CH:6]=[CH:7][C:2]([Cl:1])=[CH:3][CH:4]=2)[C:9]2=[N:10][CH:11]=[CH:12][CH:13]=[C:14]2[N:15]=1)[CH3:28])([CH3:19])([CH3:18])[CH3:17]. (3) The product is: [ClH:10].[Cl:10][C:11]1[C:12]([C:2]2[C:3]([F:9])=[C:4]([CH:6]=[CH:7][CH:8]=2)[NH2:5])=[N:13][CH:14]=[CH:15][CH:16]=1. Given the reactants Br[C:2]1[C:3]([F:9])=[C:4]([CH:6]=[CH:7][CH:8]=1)[NH2:5].[Cl:10][C:11]1[C:12](B(O)O)=[N:13][CH:14]=[CH:15][CH:16]=1.C([O-])([O-])=O.[K+].[K+].O1CCOCC1, predict the reaction product. (4) Given the reactants [C:1]([CH2:3][C:4]([O:6][C:7]([CH3:10])([CH3:9])[CH3:8])=[O:5])#[N:2].[H-].[Na+].Br[CH2:14][C:15]([O:17][CH3:18])=[O:16].[Cl-].[NH4+], predict the reaction product. The product is: [C:1]([C:3]([C:4]([O:6][C:7]([CH3:10])([CH3:9])[CH3:8])=[O:5])([CH2:3][C:4]([O:6][CH3:7])=[O:5])[CH2:14][C:15]([O:17][CH3:18])=[O:16])#[N:2]. (5) Given the reactants [Cl:1][CH2:2][CH2:3][CH2:4][S:5](Cl)(=[O:7])=[O:6].Cl.[CH2:10]([O:17][NH2:18])[C:11]1[CH:16]=[CH:15][CH:14]=[CH:13][CH:12]=1.C(=O)([O-])[O-].[K+].[K+], predict the reaction product. The product is: [CH2:10]([O:17][NH:18][S:5]([CH2:4][CH2:3][CH2:2][Cl:1])(=[O:7])=[O:6])[C:11]1[CH:16]=[CH:15][CH:14]=[CH:13][CH:12]=1. (6) Given the reactants Br[C:2]1[CH:11]=[CH:10][C:9]2[N:8]=[C:7]([NH2:12])[C:6]3[N:13]=[C:14]([CH2:20][CH3:21])[N:15]([CH2:16][CH:17]([CH3:19])[CH3:18])[C:5]=3[C:4]=2[CH:3]=1.[N:22]1[CH:27]=[CH:26][CH:25]=[C:24](B(O)O)[CH:23]=1, predict the reaction product. The product is: [CH2:20]([C:14]1[N:15]([CH2:16][CH:17]([CH3:19])[CH3:18])[C:5]2[C:4]3[CH:3]=[C:2]([C:24]4[CH:23]=[N:22][CH:27]=[CH:26][CH:25]=4)[CH:11]=[CH:10][C:9]=3[N:8]=[C:7]([NH2:12])[C:6]=2[N:13]=1)[CH3:21]. (7) Given the reactants [CH:1]1[CH:2]=[CH:3][C:4]2[N:15]([C:16]([NH2:18])=[O:17])[C:14]3[CH:13]=[CH:12][CH:11]=[CH:10][C:9]=3[CH:8]=[CH:7][C:5]=2[CH:6]=1.[C:19]12([C:38]([OH:40])=[O:39])[CH2:31][C:23]3([C:32]([OH:34])=[O:33])[CH2:24][C:25]([C:28]([OH:30])=[O:29])([CH2:27][C:21]([C:35]([OH:37])=[O:36])([CH2:22]3)[CH2:20]1)[CH2:26]2.C(O)C, predict the reaction product. The product is: [CH:11]1[CH:12]=[CH:13][C:14]2[N:15]([C:16]([NH2:18])=[O:17])[C:4]3[CH:3]=[CH:2][CH:1]=[CH:6][C:5]=3[CH:7]=[CH:8][C:9]=2[CH:10]=1.[C:21]12([C:35]([OH:37])=[O:36])[CH2:20][C:19]3([C:38]([OH:40])=[O:39])[CH2:26][C:25]([C:28]([OH:30])=[O:29])([CH2:24][C:23]([C:32]([OH:34])=[O:33])([CH2:31]3)[CH2:22]1)[CH2:27]2. (8) Given the reactants Cl[C:2]1[N:7]=[C:6]([NH:8][CH:9]([CH3:11])[CH3:10])[N:5]=[C:4]([NH:12][C:13]2[CH:18]=[CH:17][CH:16]=[CH:15][CH:14]=2)[N:3]=1.CN(C)C=O.[F:24][C:25]1[CH:31]=[CH:30][CH:29]=[CH:28][C:26]=1[NH2:27].Cl.O1CCOCC1.C(O)C(N)(CO)CO.C(=O)C1C=CC=CC=1.C(=O)(O)[O-].[Na+], predict the reaction product. The product is: [F:24][C:25]1[CH:31]=[CH:30][CH:29]=[CH:28][C:26]=1[NH:27][C:2]1[N:7]=[C:6]([NH:8][CH:9]([CH3:11])[CH3:10])[N:5]=[C:4]([NH:12][C:13]2[CH:18]=[CH:17][CH:16]=[CH:15][CH:14]=2)[N:3]=1. (9) Given the reactants [CH3:1][O:2][C:3]1[C:12]([CH2:13][CH2:14][N:15]2[CH2:20][CH2:19][CH:18]([N:21]3[C:29]4[C:24](=[CH:25][CH:26]=[C:27]([C:30]([O:32]C)=[O:31])[CH:28]=4)[CH:23]=[CH:22]3)[CH2:17][CH2:16]2)=[C:11]2[C:6]([C:7](=[O:36])[CH2:8][C:9]([CH3:35])([CH3:34])[O:10]2)=[CH:5][CH:4]=1.[OH-].[Na+].CO.Cl, predict the reaction product. The product is: [CH3:1][O:2][C:3]1[C:12]([CH2:13][CH2:14][N:15]2[CH2:16][CH2:17][CH:18]([N:21]3[C:29]4[C:24](=[CH:25][CH:26]=[C:27]([C:30]([OH:32])=[O:31])[CH:28]=4)[CH:23]=[CH:22]3)[CH2:19][CH2:20]2)=[C:11]2[C:6]([C:7](=[O:36])[CH2:8][C:9]([CH3:34])([CH3:35])[O:10]2)=[CH:5][CH:4]=1.